This data is from Retrosynthesis with 50K atom-mapped reactions and 10 reaction types from USPTO. The task is: Predict the reactants needed to synthesize the given product. (1) Given the product CC[C@H]1CCN(C(C(=O)OC(C)(C)C)[C@@H]2CCCN2)[C@@H]1C(=O)NCc1cccc(Cl)c1, predict the reactants needed to synthesize it. The reactants are: CC[C@H]1CCN(C(C(=O)OC(C)(C)C)[C@@H]2CCCN2)[C@@H]1C(=O)O.NCc1cccc(Cl)c1. (2) Given the product NCCCN1CCC2(CC2)[C@H](O)C1, predict the reactants needed to synthesize it. The reactants are: O=C(NCCCN1CCC2(CC2)[C@H](O)C1)OCc1ccccc1.